This data is from Full USPTO retrosynthesis dataset with 1.9M reactions from patents (1976-2016). The task is: Predict the reactants needed to synthesize the given product. (1) Given the product [C:12]([O:11][C:9](=[O:10])[CH2:8][CH:7]([CH2:16][CH:17]([CH3:18])[CH3:19])[C:6]([OH:20])=[O:5])([CH3:15])([CH3:14])[CH3:13], predict the reactants needed to synthesize it. The reactants are: C[O-].[K+].C[O:5][C:6](=[O:20])[CH:7]([CH2:16][CH:17]([CH3:19])[CH3:18])[CH2:8][C:9]([O:11][C:12]([CH3:15])([CH3:14])[CH3:13])=[O:10]. (2) Given the product [OH:14][CH2:4][CH:3]([Cl:5])[CH2:2][S:1][S:1][CH2:2][CH:3]([Cl:5])[CH2:7][OH:10], predict the reactants needed to synthesize it. The reactants are: [SH:1][CH:2](O)[CH:3]([Cl:5])[CH3:4].[C:7](=[O:10])([O-])O.[Na+].II.[OH2:14]. (3) Given the product [OH:9][CH:8]([C:10]1[N:11]=[C:12]2[C:18]([C:19](=[O:24])[C:20]([CH3:21])([CH3:22])[CH3:23])=[CH:17][NH:16][C:13]2=[N:14][CH:15]=1)[CH:25]([CH3:27])[CH3:26], predict the reactants needed to synthesize it. The reactants are: C(=O)C.C(N[C:8]([C:10]1[N:11]=[C:12]2[C:18]([C:19](=[O:24])[C:20]([CH3:23])([CH3:22])[CH3:21])=[CH:17][NH:16][C:13]2=[N:14][CH:15]=1)=[O:9])(C)C.[CH:25](N)([CH3:27])[CH3:26].C(C1N=C2C(C(=O)C(C)(C)C)=CNC2=NC=1)(=O)C.CC(OI1(OC(C)=O)(OC(C)=O)OC(=O)C2C=CC=CC1=2)=O. (4) Given the product [F:22][C:10]1([F:21])[CH:9]([OH:8])[CH2:13][N:12]([C:14]([O:16][C:17]([CH3:19])([CH3:18])[CH3:20])=[O:15])[CH2:11]1, predict the reactants needed to synthesize it. The reactants are: C([O:8][CH:9]1[CH2:13][N:12]([C:14]([O:16][C:17]([CH3:20])([CH3:19])[CH3:18])=[O:15])[CH2:11][C:10]1([F:22])[F:21])C1C=CC=CC=1. (5) Given the product [CH3:23][O:24][C:25]1[CH:30]=[CH:29][C:28]([NH:31][C:2]2[N:7]=[CH:6][N:5]=[C:4]([C:8]3[CH:9]=[CH:10][C:11]([O:16][CH:17]4[CH2:22][CH2:21][O:20][CH2:19][CH2:18]4)=[C:12]([CH:15]=3)[C:13]#[N:14])[N:3]=2)=[CH:27][CH:26]=1, predict the reactants needed to synthesize it. The reactants are: Cl[C:2]1[N:7]=[CH:6][N:5]=[C:4]([C:8]2[CH:9]=[CH:10][C:11]([O:16][CH:17]3[CH2:22][CH2:21][O:20][CH2:19][CH2:18]3)=[C:12]([CH:15]=2)[C:13]#[N:14])[N:3]=1.[CH3:23][O:24][C:25]1[CH:30]=[CH:29][C:28]([NH2:31])=[CH:27][CH:26]=1.C(N(CC)C(C)C)(C)C.